From a dataset of Reaction yield outcomes from USPTO patents with 853,638 reactions. Predict the reaction yield, written as a fraction of the theoretical maximum amount of product (1.0 means a 100% yield; for example, 0.34 means a 34% yield). (1) The reactants are I[CH3:2].[Br:3][C:4]1[CH:11]=[C:10]([O:12][CH3:13])[C:9]([O:14][CH:15]([CH3:17])[CH3:16])=[CH:8][C:5]=1[CH:6]=[O:7].[NH4+].[Cl-]. The catalyst is CCOCC. The product is [Br:3][C:4]1[CH:11]=[C:10]([O:12][CH3:13])[C:9]([O:14][CH:15]([CH3:17])[CH3:16])=[CH:8][C:5]=1[CH:6]([OH:7])[CH3:2]. The yield is 0.990. (2) The reactants are [CH2:1]([C:8]1[C:9](Cl)=[N:10][C:11]2[C:16]([CH:17]=1)=[CH:15][CH:14]=[C:13]([Cl:18])[CH:12]=2)[C:2]1[CH:7]=[CH:6][CH:5]=[CH:4][CH:3]=1.[I-:20].[Na+].I. The catalyst is C(C(C)=O)C. The product is [CH2:1]([C:8]1[C:9]([I:20])=[N:10][C:11]2[C:16]([CH:17]=1)=[CH:15][CH:14]=[C:13]([Cl:18])[CH:12]=2)[C:2]1[CH:7]=[CH:6][CH:5]=[CH:4][CH:3]=1. The yield is 0.990. (3) The reactants are [CH2:1]([OH:10])[CH2:2][CH2:3][CH2:4][CH2:5][CH2:6][CH2:7][CH2:8][OH:9].[N+:11]([C:14]1[CH:21]=[CH:20][CH:19]=[C:18]([N+]([O-])=O)[C:15]=1[C:16]#[N:17])([O-:13])=[O:12].C1CCN2C(=NCCC2)CC1. The catalyst is C1COCC1. The product is [OH:9][CH2:8][CH2:7][CH2:6][CH2:5][CH2:4][CH2:3][CH2:2][CH2:1][O:10][C:18]1[CH:19]=[CH:20][CH:21]=[C:14]([N+:11]([O-:13])=[O:12])[C:15]=1[C:16]#[N:17]. The yield is 0.623.